Dataset: NCI-60 drug combinations with 297,098 pairs across 59 cell lines. Task: Regression. Given two drug SMILES strings and cell line genomic features, predict the synergy score measuring deviation from expected non-interaction effect. (1) Drug 1: C1=C(C(=O)NC(=O)N1)F. Drug 2: CC1=CC=C(C=C1)C2=CC(=NN2C3=CC=C(C=C3)S(=O)(=O)N)C(F)(F)F. Cell line: ACHN. Synergy scores: CSS=38.2, Synergy_ZIP=3.76, Synergy_Bliss=1.14, Synergy_Loewe=-5.16, Synergy_HSA=2.65. (2) Drug 1: C1CC2CC3=C(CC1C24CN(S(=O)(=O)N4)CC(F)(F)F)C=CC(=C3)C=CCN5CCC(CC5)C(F)(F)F. Drug 2: C1CC(C1)(C(=O)O)C(=O)O.[NH2-].[NH2-].[Pt+2]. Cell line: HCT116. Synergy scores: CSS=28.9, Synergy_ZIP=-1.19, Synergy_Bliss=2.02, Synergy_Loewe=-42.5, Synergy_HSA=2.78. (3) Drug 1: CC12CCC3C(C1CCC2=O)CC(=C)C4=CC(=O)C=CC34C. Drug 2: CCC1(CC2CC(C3=C(CCN(C2)C1)C4=CC=CC=C4N3)(C5=C(C=C6C(=C5)C78CCN9C7C(C=CC9)(C(C(C8N6C=O)(C(=O)OC)O)OC(=O)C)CC)OC)C(=O)OC)O.OS(=O)(=O)O. Cell line: HT29. Synergy scores: CSS=61.0, Synergy_ZIP=3.19, Synergy_Bliss=2.49, Synergy_Loewe=-3.93, Synergy_HSA=3.78. (4) Drug 2: CS(=O)(=O)OCCCCOS(=O)(=O)C. Cell line: K-562. Drug 1: CN1C(=O)N2C=NC(=C2N=N1)C(=O)N. Synergy scores: CSS=2.82, Synergy_ZIP=-1.54, Synergy_Bliss=-1.62, Synergy_Loewe=-4.31, Synergy_HSA=-4.01. (5) Drug 1: C1CC2CC3=C(CC1C24CN(S(=O)(=O)N4)CC(F)(F)F)C=CC(=C3)C=CCN5CCC(CC5)C(F)(F)F. Drug 2: B(C(CC(C)C)NC(=O)C(CC1=CC=CC=C1)NC(=O)C2=NC=CN=C2)(O)O. Cell line: NCI-H460. Synergy scores: CSS=79.3, Synergy_ZIP=5.34, Synergy_Bliss=6.38, Synergy_Loewe=4.90, Synergy_HSA=8.85. (6) Cell line: SK-OV-3. Drug 1: C1=CC=C(C(=C1)C(C2=CC=C(C=C2)Cl)C(Cl)Cl)Cl. Drug 2: CC(C)NC(=O)C1=CC=C(C=C1)CNNC.Cl. Synergy scores: CSS=-1.42, Synergy_ZIP=0.0812, Synergy_Bliss=-1.50, Synergy_Loewe=-1.97, Synergy_HSA=-1.87. (7) Synergy scores: CSS=19.3, Synergy_ZIP=-9.52, Synergy_Bliss=-6.13, Synergy_Loewe=-12.7, Synergy_HSA=-1.07. Cell line: SF-539. Drug 2: C1CCC(C(C1)N)N.C(=O)(C(=O)[O-])[O-].[Pt+4]. Drug 1: CNC(=O)C1=NC=CC(=C1)OC2=CC=C(C=C2)NC(=O)NC3=CC(=C(C=C3)Cl)C(F)(F)F.